Dataset: Full USPTO retrosynthesis dataset with 1.9M reactions from patents (1976-2016). Task: Predict the reactants needed to synthesize the given product. (1) Given the product [F:1][C:2]1[CH:9]=[CH:8][C:5]([CH2:6][NH:24][C@@H:14]2[C:23]3[C:18](=[CH:19][CH:20]=[CH:21][CH:22]=3)[CH2:17][CH2:16][CH2:15]2)=[CH:4][C:3]=1[C:10]([F:13])([F:12])[F:11], predict the reactants needed to synthesize it. The reactants are: [F:1][C:2]1[CH:9]=[CH:8][C:5]([CH:6]=O)=[CH:4][C:3]=1[C:10]([F:13])([F:12])[F:11].[C@@H:14]1([NH2:24])[C:23]2[C:18](=[CH:19][CH:20]=[CH:21][CH:22]=2)[CH2:17][CH2:16][CH2:15]1. (2) Given the product [Cl:1][C:2]1[CH:7]=[CH:6][CH:5]=[C:4]([F:8])[C:3]=1[C:9]1[NH:10][C:26](=[O:27])[N:12]([C:13]2[CH:18]=[CH:17][C:16]([I:19])=[CH:15][CH:14]=2)[N:11]=1, predict the reactants needed to synthesize it. The reactants are: [Cl:1][C:2]1[CH:7]=[CH:6][CH:5]=[C:4]([F:8])[C:3]=1[C:9](=[N:11][NH:12][C:13]1[CH:18]=[CH:17][C:16]([I:19])=[CH:15][CH:14]=1)[NH2:10].N1C=CC=CC=1.[C:26](Cl)(Cl)=[O:27]. (3) Given the product [F:23][C:24]1([F:28])[CH2:27][N:26]([C:19](=[O:21])[CH2:18][O:17][CH:14]2[CH2:13][CH2:12][N:11]([C:9]([O:8][CH2:1][C:2]3[CH:3]=[CH:4][CH:5]=[CH:6][CH:7]=3)=[O:10])[CH2:16][CH2:15]2)[CH2:25]1, predict the reactants needed to synthesize it. The reactants are: [CH2:1]([O:8][C:9]([N:11]1[CH2:16][CH2:15][CH:14]([O:17][CH2:18][C:19]([OH:21])=O)[CH2:13][CH2:12]1)=[O:10])[C:2]1[CH:7]=[CH:6][CH:5]=[CH:4][CH:3]=1.Cl.[F:23][C:24]1([F:28])[CH2:27][NH:26][CH2:25]1.CCN(C(C)C)C(C)C. (4) Given the product [NH2:16][C:2]1[N:7]=[CH:6][C:5]([CH:8]2[CH2:12][N:11]([CH3:13])[C:10](=[O:14])[CH2:9]2)=[CH:4][CH:3]=1, predict the reactants needed to synthesize it. The reactants are: F[C:2]1[N:7]=[CH:6][C:5]([CH:8]2[CH2:12][N:11]([CH3:13])[C:10](=[O:14])[CH2:9]2)=[CH:4][CH:3]=1.[OH-].[NH4+:16]. (5) The reactants are: [CH:1]([C:3]1[N:8]=[N:7][C:6]2[O:9][CH2:10][CH2:11][C:5]=2[CH:4]=1)=C.I([O-])(=O)(=O)=[O:13].[Na+].O1CCOCC1. Given the product [N:7]1[C:6]2[O:9][CH2:10][CH2:11][C:5]=2[CH:4]=[C:3]([CH:1]=[O:13])[N:8]=1, predict the reactants needed to synthesize it.